This data is from NCI-60 drug combinations with 297,098 pairs across 59 cell lines. The task is: Regression. Given two drug SMILES strings and cell line genomic features, predict the synergy score measuring deviation from expected non-interaction effect. (1) Drug 1: C1CC(=O)NC(=O)C1N2CC3=C(C2=O)C=CC=C3N. Drug 2: CC1CCC2CC(C(=CC=CC=CC(CC(C(=O)C(C(C(=CC(C(=O)CC(OC(=O)C3CCCCN3C(=O)C(=O)C1(O2)O)C(C)CC4CCC(C(C4)OC)OCCO)C)C)O)OC)C)C)C)OC. Cell line: OVCAR-4. Synergy scores: CSS=21.9, Synergy_ZIP=1.15, Synergy_Bliss=1.76, Synergy_Loewe=-15.2, Synergy_HSA=2.18. (2) Drug 1: CN1CCC(CC1)COC2=C(C=C3C(=C2)N=CN=C3NC4=C(C=C(C=C4)Br)F)OC. Drug 2: CNC(=O)C1=NC=CC(=C1)OC2=CC=C(C=C2)NC(=O)NC3=CC(=C(C=C3)Cl)C(F)(F)F. Cell line: HCC-2998. Synergy scores: CSS=9.76, Synergy_ZIP=-5.77, Synergy_Bliss=-1.31, Synergy_Loewe=-9.17, Synergy_HSA=-6.73. (3) Drug 1: C1=NC(=NC(=O)N1C2C(C(C(O2)CO)O)O)N. Drug 2: C1=NNC2=C1C(=O)NC=N2. Cell line: IGROV1. Synergy scores: CSS=1.52, Synergy_ZIP=-2.88, Synergy_Bliss=-0.894, Synergy_Loewe=-3.23, Synergy_HSA=-2.81. (4) Drug 1: C1=CC=C(C=C1)NC(=O)CCCCCCC(=O)NO. Drug 2: C1=CN(C=N1)CC(O)(P(=O)(O)O)P(=O)(O)O. Cell line: RPMI-8226. Synergy scores: CSS=50.3, Synergy_ZIP=-4.48, Synergy_Bliss=-9.54, Synergy_Loewe=-25.9, Synergy_HSA=-6.58. (5) Drug 1: C1=CC(=CC=C1CCCC(=O)O)N(CCCl)CCCl. Drug 2: CC1=CC=C(C=C1)C2=CC(=NN2C3=CC=C(C=C3)S(=O)(=O)N)C(F)(F)F. Cell line: KM12. Synergy scores: CSS=21.4, Synergy_ZIP=-0.339, Synergy_Bliss=1.40, Synergy_Loewe=5.51, Synergy_HSA=6.83. (6) Drug 1: CS(=O)(=O)C1=CC(=C(C=C1)C(=O)NC2=CC(=C(C=C2)Cl)C3=CC=CC=N3)Cl. Drug 2: CC1=C2C(C(=O)C3(C(CC4C(C3C(C(C2(C)C)(CC1OC(=O)C(C(C5=CC=CC=C5)NC(=O)OC(C)(C)C)O)O)OC(=O)C6=CC=CC=C6)(CO4)OC(=O)C)O)C)O. Cell line: UO-31. Synergy scores: CSS=31.5, Synergy_ZIP=-5.15, Synergy_Bliss=-4.46, Synergy_Loewe=-2.42, Synergy_HSA=-2.37. (7) Drug 1: C1CCN(CC1)CCOC2=CC=C(C=C2)C(=O)C3=C(SC4=C3C=CC(=C4)O)C5=CC=C(C=C5)O. Drug 2: C1=CN(C(=O)N=C1N)C2C(C(C(O2)CO)O)O.Cl. Cell line: NCI-H460. Synergy scores: CSS=39.4, Synergy_ZIP=0.951, Synergy_Bliss=0.184, Synergy_Loewe=-32.8, Synergy_HSA=-1.63.